This data is from Full USPTO retrosynthesis dataset with 1.9M reactions from patents (1976-2016). The task is: Predict the reactants needed to synthesize the given product. (1) Given the product [C:14]1([C:11]2[N:10]=[CH:9][C:8]3[CH2:7][CH2:6][CH2:5][C:4](=[O:3])[C:13]=3[N:12]=2)[CH:15]=[CH:16][CH:17]=[CH:18][CH:19]=1, predict the reactants needed to synthesize it. The reactants are: C([O:3][C:4]1[C:13]2[N:12]=[C:11]([C:14]3[CH:19]=[CH:18][CH:17]=[CH:16][CH:15]=3)[N:10]=[CH:9][C:8]=2[CH2:7][CH2:6][CH:5]=1)C. (2) Given the product [CH3:39][C:16]([C:17]([NH:19][C:20]1[CH:21]=[N:22][C:23]([O:26][C:27]2[CH:36]=[CH:35][CH:34]=[C:33]3[C:28]=2[CH2:29][CH:30]([CH3:37])[CH2:31][O:32]3)=[CH:24][CH:25]=1)=[O:18])([CH3:38])[NH2:12], predict the reactants needed to synthesize it. The reactants are: C(O)(C(F)(F)F)=O.CC([N:12]([C:16]([CH3:39])([CH3:38])[C:17]([NH:19][C:20]1[CH:21]=[N:22][C:23]([O:26][C:27]2[CH:36]=[CH:35][CH:34]=[C:33]3[C:28]=2[CH2:29][CH:30]([CH3:37])[CH2:31][O:32]3)=[CH:24][CH:25]=1)=[O:18])C(=O)[O-])(C)C. (3) Given the product [CH2:15]([C:18]([CH2:2][N:3]1[CH:7]=[N:6][C:5]([C:8]([F:14])([F:13])[C:9]([F:12])([F:11])[F:10])=[N:4]1)([C:21]#[N:22])[C:19]#[N:20])[CH:16]=[CH2:17], predict the reactants needed to synthesize it. The reactants are: Cl[CH2:2][N:3]1[CH:7]=[N:6][C:5]([C:8]([F:14])([F:13])[C:9]([F:12])([F:11])[F:10])=[N:4]1.[CH2:15]([CH:18]([C:21]#[N:22])[C:19]#[N:20])[CH:16]=[CH2:17].C(=O)([O-])[O-].[K+].[K+].O.